This data is from Catalyst prediction with 721,799 reactions and 888 catalyst types from USPTO. The task is: Predict which catalyst facilitates the given reaction. (1) Reactant: [Cl:1][C:2]1[CH:7]=[CH:6][C:5]([F:8])=[CH:4][CH:3]=1.C([Li])CCC.[B:14](OC(C)C)([O:19]C(C)C)[O:15]C(C)C. Product: [Cl:1][C:2]1[CH:7]=[CH:6][C:5]([F:8])=[C:4]([B:14]([OH:19])[OH:15])[CH:3]=1. The catalyst class is: 1. (2) Reactant: [CH3:1][C:2]1([CH3:52])[CH2:13][C:12]2[CH:11]=[C:10]3[N:5]([CH2:6][CH2:7][N:8]([C:15]4[C:20]([CH2:21][OH:22])=[C:19]([C:23]5[CH:24]=[C:25]([NH:31][C:32]6[N:37]=[CH:36][C:35]([N:38]7[CH2:43][CH2:42][N:41](C(OC(C)(C)C)=O)[CH2:40][C@@H:39]7[CH3:51])=[CH:34][CH:33]=6)[C:26]([O:29]C)=[N:27][CH:28]=5)[CH:18]=[CH:17][N:16]=4)[C:9]3=[O:14])[C:4]=2[CH2:3]1. Product: [OH:22][CH2:21][C:20]1[C:15]([N:8]2[CH2:7][CH2:6][N:5]3[C:10](=[CH:11][C:12]4[CH2:13][C:2]([CH3:52])([CH3:1])[CH2:3][C:4]=43)[C:9]2=[O:14])=[N:16][CH:17]=[CH:18][C:19]=1[C:23]1[CH:24]=[C:25]([NH:31][C:32]2[CH:33]=[CH:34][C:35]([N:38]3[CH2:43][CH2:42][NH:41][CH2:40][C@@H:39]3[CH3:51])=[CH:36][N:37]=2)[C:26](=[O:29])[NH:27][CH:28]=1. The catalyst class is: 393. (3) Reactant: [CH2:1]([NH:3][CH2:4][CH2:5][CH2:6][CH2:7][OH:8])[CH3:2].[CH3:9][N:10]1[C:22]2[CH2:21][CH2:20][CH:19]([CH:23]3[CH2:28][CH2:27][O:26][CH2:25][CH2:24]3)[CH2:18][C:17]=2[C:16]2[C:11]1=[CH:12][CH:13]=[C:14]([C:29](O)=[O:30])[CH:15]=2.CCN(C(C)C)C(C)C.CN(C(ON1N=NC2C=CC=NC1=2)=[N+](C)C)C.F[P-](F)(F)(F)(F)F. Product: [CH2:1]([N:3]([CH2:4][CH2:5][CH2:6][CH2:7][OH:8])[C:29]([C:14]1[CH:15]=[C:16]2[C:11](=[CH:12][CH:13]=1)[N:10]([CH3:9])[C:22]1[CH2:21][CH2:20][CH:19]([CH:23]3[CH2:28][CH2:27][O:26][CH2:25][CH2:24]3)[CH2:18][C:17]2=1)=[O:30])[CH3:2]. The catalyst class is: 3. (4) Product: [F:15][C:14]([F:17])([F:16])[CH:13]=[CH:12][CH2:11][CH:26]([S:23]([CH2:22][CH2:21][C:20]([F:19])([F:31])[F:32])(=[O:24])=[O:25])[C:27]([O:29][CH3:30])=[O:28]. The catalyst class is: 16. Reactant: C1(C)C=CC(S(O[CH2:11][CH:12]=[CH:13][C:14]([F:17])([F:16])[F:15])(=O)=O)=CC=1.[F:19][C:20]([F:32])([F:31])[CH2:21][CH2:22][S:23]([CH2:26][C:27]([O:29][CH3:30])=[O:28])(=[O:25])=[O:24].C(=O)([O-])[O-].[K+].[K+].Cl. (5) Reactant: [Cl-].O[NH3+:3].[C:4](=[O:7])([O-])[OH:5].[Na+].CS(C)=O.[F:13][CH2:14][C:15]([CH2:53][F:54])([OH:52])[CH2:16][O:17][C@H:18]1[CH2:23][CH2:22][C@H:21]([N:24]2[C:29](=[O:30])[C:28]([CH2:31][C:32]3[CH:37]=[CH:36][C:35]([C:38]4[C:39]([C:44]#[N:45])=[CH:40][CH:41]=[CH:42][CH:43]=4)=[CH:34][CH:33]=3)=[C:27]([CH2:46][CH2:47][CH3:48])[N:26]3[N:49]=[CH:50][N:51]=[C:25]23)[CH2:20][CH2:19]1. Product: [F:13][CH2:14][C:15]([CH2:53][F:54])([OH:52])[CH2:16][O:17][C@H:18]1[CH2:23][CH2:22][C@H:21]([N:24]2[C:29](=[O:30])[C:28]([CH2:31][C:32]3[CH:37]=[CH:36][C:35]([C:38]4[CH:43]=[CH:42][CH:41]=[CH:40][C:39]=4[C:44]4[NH:3][C:4](=[O:7])[O:5][N:45]=4)=[CH:34][CH:33]=3)=[C:27]([CH2:46][CH2:47][CH3:48])[N:26]3[N:49]=[CH:50][N:51]=[C:25]23)[CH2:20][CH2:19]1. The catalyst class is: 69. (6) Reactant: C1(P(C2C=CC=CC=2)C2C=CC=CC=2)C=CC=CC=1.CC(OC(/N=N/C(OC(C)C)=O)=O)C.[OH:34][CH2:35][C:36]1[CH:37]=[C:38]([S:42][C:43]2[CH:44]=[CH:45][C:46]([C:49]#[N:50])=[N:47][CH:48]=2)[CH:39]=[CH:40][CH:41]=1.[OH:51][C:52]1[C:57]([CH3:58])=[C:56](O)[CH:55]=[CH:54][C:53]=1[C:60](=[O:62])[CH3:61]. Product: [C:60]([C:53]1[CH:54]=[CH:55][C:56]([O:34][CH2:35][C:36]2[CH:37]=[C:38]([S:42][C:43]3[CH:44]=[CH:45][C:46]([C:49]#[N:50])=[N:47][CH:48]=3)[CH:39]=[CH:40][CH:41]=2)=[C:57]([CH3:58])[C:52]=1[OH:51])(=[O:62])[CH3:61]. The catalyst class is: 56. (7) Reactant: [NH2:1][C:2]1[C:3]([C:34]([NH2:36])=[O:35])=[N:4][C:5]([C:27]2[CH:32]=[CH:31][CH:30]=[C:29]([OH:33])[CH:28]=2)=[N:6][C:7]=1[NH:8][C:9]1[CH:17]=[CH:16][CH:15]=[C:14]2[C:10]=1[CH:11]=[CH:12][N:13]2S(C1C=CC=CC=1)(=O)=O.NC1C(C(OC)=O)=NC(C2C=CC=[C:65]([OH:69])C=2)=NC=1NC1C=CC=C2C=1C=CN2S(C1C=CC=CC=1)(=O)=O. Product: [OH:33][C:29]1[CH:28]=[C:27]([C:5]2[N:6]=[C:7]3[C:2]([NH:1][C:65](=[O:69])[N:8]3[C:9]3[CH:17]=[CH:16][CH:15]=[C:14]4[C:10]=3[CH:11]=[CH:12][NH:13]4)=[C:3]([C:34]([NH2:36])=[O:35])[N:4]=2)[CH:32]=[CH:31][CH:30]=1. The catalyst class is: 547. (8) Reactant: [Br:1][C:2]1[CH:10]=[C:9]2[C:5]([C:6]([CH3:28])=[CH:7][N:8]2[S:11]([C:14]2[CH:19]=[CH:18][C:17]([O:20][CH3:21])=[C:16]([N:22]3[CH2:27][CH2:26][NH:25][CH2:24][CH2:23]3)[CH:15]=2)(=[O:13])=[O:12])=[CH:4][CH:3]=1.[C:29]([BH3-])#N.[Na+].C=O. Product: [Br:1][C:2]1[CH:10]=[C:9]2[C:5]([C:6]([CH3:28])=[CH:7][N:8]2[S:11]([C:14]2[CH:19]=[CH:18][C:17]([O:20][CH3:21])=[C:16]([N:22]3[CH2:23][CH2:24][N:25]([CH3:29])[CH2:26][CH2:27]3)[CH:15]=2)(=[O:13])=[O:12])=[CH:4][CH:3]=1. The catalyst class is: 5. (9) Reactant: [C:1]([C:3]1[CH:8]=[CH:7][CH:6]=[CH:5][C:4]=1[O:9][CH3:10])#[CH:2].Br[C:12]1[CH:19]=[CH:18][C:17]([O:20][CH3:21])=[CH:16][C:13]=1[CH:14]=[O:15].C(N(CC)CC)C. The catalyst class is: 9. Product: [CH3:10][O:9][C:4]1[CH:5]=[CH:6][CH:7]=[CH:8][C:3]=1[C:1]#[C:2][C:12]1[CH:19]=[CH:18][C:17]([O:20][CH3:21])=[CH:16][C:13]=1[CH:14]=[O:15].